From a dataset of Catalyst prediction with 721,799 reactions and 888 catalyst types from USPTO. Predict which catalyst facilitates the given reaction. Reactant: [F:1][C:2]1[CH:7]=[C:6]([O:8][CH3:9])[CH:5]=[CH:4][C:3]=1[C:10]1[CH:15]=[CH:14][C:13](N)=[C:12]([CH3:17])[CH:11]=1.N(OCCC(C)C)=O.[I:26]I. Product: [CH3:9][O:8][C:6]1[CH:5]=[CH:4][C:3]([C:10]2[CH:15]=[CH:14][C:13]([I:26])=[C:12]([CH3:17])[CH:11]=2)=[C:2]([F:1])[CH:7]=1. The catalyst class is: 22.